From a dataset of SARS-CoV-2 main protease (3CLPro) crystallographic fragment screen with 879 compounds. Binary Classification. Given a drug SMILES string, predict its activity (active/inactive) in a high-throughput screening assay against a specified biological target. (1) The compound is O=C(Nc1nncs1)c1ccccc1F. The result is 0 (inactive). (2) The molecule is CNC(C)c1sc(C)nc1C. The result is 0 (inactive). (3) The drug is CC1CCN(C(=O)CCl)C2CCCCC12. The result is 0 (inactive).